Dataset: Forward reaction prediction with 1.9M reactions from USPTO patents (1976-2016). Task: Predict the product of the given reaction. Given the reactants [F:1][C:2]1[CH:7]=[CH:6][C:5]([C:8]2[N:12]=[C:11]([CH3:13])[NH:10][N:9]=2)=[CH:4][CH:3]=1.[C:14]([O:18][C:19](=[O:27])[NH:20][C:21]([CH3:26])([CH3:25])[CH2:22][CH2:23]Cl)([CH3:17])([CH3:16])[CH3:15].[H-].[Na+], predict the reaction product. The product is: [F:1][C:2]1[CH:3]=[CH:4][C:5]([C:8]2[N:12]=[C:11]([CH3:13])[N:10]([CH2:23][CH2:22][C:21]([NH:20][C:19](=[O:27])[O:18][C:14]([CH3:17])([CH3:16])[CH3:15])([CH3:26])[CH3:25])[N:9]=2)=[CH:6][CH:7]=1.